This data is from Full USPTO retrosynthesis dataset with 1.9M reactions from patents (1976-2016). The task is: Predict the reactants needed to synthesize the given product. (1) Given the product [CH2:16]([O:18][C:19]1[CH:24]=[CH:23][C:22]([N:25]2[C:33]3[C:28](=[CH:29][C:30]([O:34][CH3:35])=[CH:31][CH:32]=3)[C:27]([C:36]([N:1]3[CH2:6][CH2:5][C:4]4([C:10]5[CH:11]=[CH:12][CH:13]=[CH:14][C:9]=5[C:8](=[O:15])[O:7]4)[CH2:3][CH2:2]3)=[O:37])=[C:26]2[CH3:39])=[CH:21][CH:20]=1)[CH3:17], predict the reactants needed to synthesize it. The reactants are: [NH:1]1[CH2:6][CH2:5][C:4]2([C:10]3[CH:11]=[CH:12][CH:13]=[CH:14][C:9]=3[C:8](=[O:15])[O:7]2)[CH2:3][CH2:2]1.[CH2:16]([O:18][C:19]1[CH:24]=[CH:23][C:22]([N:25]2[C:33]3[C:28](=[CH:29][C:30]([O:34][CH3:35])=[CH:31][CH:32]=3)[C:27]([C:36](O)=[O:37])=[C:26]2[CH3:39])=[CH:21][CH:20]=1)[CH3:17]. (2) Given the product [Cl:1][C:2]1[C:7]([N+:8]([O-:10])=[O:9])=[CH:6][CH:5]=[CH:4][C:3]=1[O:11][CH:23]([CH2:26][CH3:27])[C:24]#[N:25], predict the reactants needed to synthesize it. The reactants are: [Cl:1][C:2]1[C:7]([N+:8]([O-:10])=[O:9])=[CH:6][CH:5]=[CH:4][C:3]=1[OH:11].C(=O)([O-])[O-].[Cs+].[Cs+].CS(O[CH:23]([CH2:26][CH3:27])[C:24]#[N:25])(=O)=O.[I-].[K+]. (3) The reactants are: Br[C:2]1[CH:3]=[C:4]([CH:7]=[CH:8][C:9]=1[F:10])[CH:5]=[O:6].[C:11]([Cu])#[N:12]. Given the product [F:10][C:9]1[CH:8]=[CH:7][C:4]([CH:5]=[O:6])=[CH:3][C:2]=1[C:11]#[N:12], predict the reactants needed to synthesize it. (4) Given the product [NH2:14][C:9]1[CH:10]=[CH:11][CH:12]=[C:13]2[C:8]=1[C:7](=[O:17])[C:6]1([NH:18][C:19]([C:21]3[C:30]4[C:25](=[CH:26][CH:27]=[CH:28][CH:29]=4)[CH:24]=[CH:23][N:22]=3)=[O:20])[C:5]3[CH:31]=[CH:32][C:33]([CH:35]([CH3:36])[CH3:37])=[CH:34][C:4]=3[O:3][C:2]12[OH:1], predict the reactants needed to synthesize it. The reactants are: [OH:1][C:2]12[C:13]3[C:8](=[C:9]([N+:14]([O-])=O)[CH:10]=[CH:11][CH:12]=3)[C:7](=[O:17])[C:6]1([NH:18][C:19]([C:21]1[C:30]3[C:25](=[CH:26][CH:27]=[CH:28][CH:29]=3)[CH:24]=[CH:23][N:22]=1)=[O:20])[C:5]1[CH:31]=[CH:32][C:33]([CH:35]([CH3:37])[CH3:36])=[CH:34][C:4]=1[O:3]2.C(O)C. (5) Given the product [N:41]1([C:38]2[CH:37]=[CH:36][C:35]([NH:34][CH:2]=[C:3]3[C:11]4[C:6](=[CH:7][C:8]([C:12]([C:14]5[CH:19]=[CH:18][C:17]([NH:20][C:21]([C:23]6[S:24][CH:25]=[CH:26][CH:27]=6)=[O:22])=[CH:16][CH:15]=5)=[O:13])=[CH:9][CH:10]=4)[NH:5][C:4]3=[O:28])=[CH:40][CH:39]=2)[CH2:46][CH2:45][O:44][CH2:43][CH2:42]1, predict the reactants needed to synthesize it. The reactants are: O[CH:2]=[C:3]1[C:11]2[C:6](=[CH:7][C:8]([C:12]([C:14]3[CH:19]=[CH:18][C:17]([NH:20][C:21]([C:23]4[S:24][CH:25]=[CH:26][CH:27]=4)=[O:22])=[CH:16][CH:15]=3)=[O:13])=[CH:9][CH:10]=2)[NH:5][C:4]1=[O:28].C1COCC1.[NH2:34][C:35]1[CH:40]=[CH:39][C:38]([N:41]2[CH2:46][CH2:45][O:44][CH2:43][CH2:42]2)=[CH:37][CH:36]=1. (6) Given the product [Cl:1][C:2]1[CH:3]=[C:4]([C@@H:8]2[C@@H:13]([C:14]3[CH:19]=[CH:18][C:17]([Cl:20])=[CH:16][CH:15]=3)[N:12]([CH2:21][CH:22]3[CH2:23][CH2:24]3)[C:11](=[O:25])[C@@H:10]([CH2:26][C:27]3[O:28][C:32]([CH3:33])=[N:30][N:29]=3)[CH2:9]2)[CH:5]=[CH:6][CH:7]=1, predict the reactants needed to synthesize it. The reactants are: [Cl:1][C:2]1[CH:3]=[C:4]([C@@H:8]2[C@@H:13]([C:14]3[CH:19]=[CH:18][C:17]([Cl:20])=[CH:16][CH:15]=3)[N:12]([CH2:21][CH:22]3[CH2:24][CH2:23]3)[C:11](=[O:25])[C@@H:10]([CH2:26][C:27]([NH:29][NH2:30])=[O:28])[CH2:9]2)[CH:5]=[CH:6][CH:7]=1.Cl.[C:32](=N)(OC)[CH3:33]. (7) Given the product [NH:9]1[C:8]2[CH2:10][CH2:11][S:12][C:7]=2[C:6](=[O:13])[NH:5][C:4]1=[O:17], predict the reactants needed to synthesize it. The reactants are: C(S[C:4]1[NH:5][C:6](=[O:13])[C:7]2[S:12][CH2:11][CH2:10][C:8]=2[N:9]=1)C.Cl.CC(O)=[O:17].